The task is: Predict which catalyst facilitates the given reaction.. This data is from Catalyst prediction with 721,799 reactions and 888 catalyst types from USPTO. (1) Reactant: BrC1C=CC(S([O:11][C@@H:12]2[CH2:16][N:15]([C:17]([O:19][C:20]([CH3:23])([CH3:22])[CH3:21])=[O:18])[C@H:14]([C:24]([O:26][CH3:27])=[O:25])[CH2:13]2)(=O)=O)=CC=1.[Br:28][C:29]1[C:30](O)=[N:31][CH:32]=[CH:33][CH:34]=1.O.CCOC(C)=O. Product: [Br:28][C:29]1[C:30]([O:11][C@H:12]2[CH2:16][N:15]([C:17]([O:19][C:20]([CH3:21])([CH3:22])[CH3:23])=[O:18])[C@H:14]([C:24]([O:26][CH3:27])=[O:25])[CH2:13]2)=[N:31][CH:32]=[CH:33][CH:34]=1. The catalyst class is: 37. (2) Reactant: [C:1]([C:5]1[CH:6]=[C:7]([CH:32]=[CH:33][CH:34]=1)[CH2:8][N:9]1[C@@H:17]2[C@H:12]([C@H:13]([CH2:20][C:21]3[CH:26]=[CH:25][C:24]([N+:27]([O-])=O)=[C:23]([F:30])[CH:22]=3)[CH2:14][S:15](=[O:19])(=[O:18])[CH2:16]2)[O:11][C:10]1=[O:31])([CH3:4])([CH3:3])[CH3:2]. Product: [NH2:27][C:24]1[CH:25]=[CH:26][C:21]([CH2:20][C@H:13]2[C@H:12]3[C@@H:17]([N:9]([CH2:8][C:7]4[CH:32]=[CH:33][CH:34]=[C:5]([C:1]([CH3:3])([CH3:4])[CH3:2])[CH:6]=4)[C:10](=[O:31])[O:11]3)[CH2:16][S:15](=[O:18])(=[O:19])[CH2:14]2)=[CH:22][C:23]=1[F:30]. The catalyst class is: 123. (3) Reactant: [Br:1][C:2]1[CH:10]=[CH:9][C:8]([F:11])=[C:7]2[C:3]=1[C:4]([CH2:12][CH2:13][OH:14])=[CH:5][NH:6]2.I(C1C=CC=CC=1C(O)=O)(=O)=O. Product: [Br:1][C:2]1[CH:10]=[CH:9][C:8]([F:11])=[C:7]2[C:3]=1[C:4]([CH2:12][CH:13]=[O:14])=[CH:5][NH:6]2. The catalyst class is: 58.